From a dataset of Reaction yield outcomes from USPTO patents with 853,638 reactions. Predict the reaction yield, written as a fraction of the theoretical maximum amount of product (1.0 means a 100% yield; for example, 0.34 means a 34% yield). (1) The reactants are C(OC([NH:11][C:12]1([C:18]([OH:20])=O)[CH2:17][CH2:16][CH2:15][CH2:14][CH2:13]1)=O)C1C=CC=CC=1.Cl.[NH2:22][CH2:23][C:24]#[N:25].CN(C(ON1N=NC2C=CC=NC1=2)=[N+](C)C)C.F[P-](F)(F)(F)(F)F.C(N(CC)CC)C.[CH3:57][S:58]([OH:61])(=[O:60])=[O:59]. The catalyst is CN(C=O)C. The product is [CH3:57][S:58]([OH:61])(=[O:60])=[O:59].[NH2:11][C:12]1([C:18]([NH:25][CH2:24][C:23]#[N:22])=[O:20])[CH2:13][CH2:14][CH2:15][CH2:16][CH2:17]1. The yield is 1.00. (2) The reactants are [CH2:1]([O:4][N:5]([C:31]([O:33][C:34]([CH3:37])([CH3:36])[CH3:35])=[O:32])[C@H:6]1[CH2:11][N:10]([C:12]([O:14][C:15]([CH3:18])([CH3:17])[CH3:16])=[O:13])[C@H:9]([CH2:19][O:20][Si](C(C)(C)C)(C)C)[CH:8]=[C:7]1[CH2:28][O:29][CH3:30])[CH:2]=[CH2:3].CCCC[N+](CCCC)(CCCC)CCCC.[F-]. The catalyst is C1COCC1. The product is [CH2:1]([O:4][N:5]([C:31]([O:33][C:34]([CH3:37])([CH3:36])[CH3:35])=[O:32])[C@H:6]1[CH2:11][N:10]([C:12]([O:14][C:15]([CH3:18])([CH3:17])[CH3:16])=[O:13])[C@H:9]([CH2:19][OH:20])[CH:8]=[C:7]1[CH2:28][O:29][CH3:30])[CH:2]=[CH2:3]. The yield is 0.579. (3) The reactants are [Br:1][C:2]1[N:3]=[C:4]([C:23]2[O:27][N:26]=[C:25]([C:28]3[CH:33]=[CH:32][C:31]([CH2:34][Cl:35])=[CH:30][CH:29]=3)[CH:24]=2)[C:5]([N:8](C(OC(C)(C)C)=O)C(=O)OC(C)(C)C)=[N:6][CH:7]=1.C(O)(C(F)(F)F)=O. The catalyst is C(Cl)Cl. The product is [Br:1][C:2]1[N:3]=[C:4]([C:23]2[O:27][N:26]=[C:25]([C:28]3[CH:33]=[CH:32][C:31]([CH2:34][Cl:35])=[CH:30][CH:29]=3)[CH:24]=2)[C:5]([NH2:8])=[N:6][CH:7]=1. The yield is 0.990. (4) The reactants are [F:1][C:2]1[CH:7]=[CH:6][C:5]([NH:8][C:9](=[O:11])[CH3:10])=[CH:4][C:3]=1[CH3:12].[N+:13]([O-])([OH:15])=[O:14]. The catalyst is O. The product is [F:1][C:2]1[C:3]([CH3:12])=[CH:4][C:5]([NH:8][C:9](=[O:11])[CH3:10])=[C:6]([N+:13]([O-:15])=[O:14])[CH:7]=1. The yield is 0.640. (5) The reactants are [C:1]([O:5][C@@H:6]([C:11]1[C:40]([CH3:41])=[CH:39][C:38]2=[N:42][C:35]3=[CH:36][N:37]2[C:12]=1[N:13]1[CH2:47][CH2:46][C:16]([CH3:48])([O:17][CH2:18][CH:19]=[CH:20][CH2:21][C@H:22]([CH3:45])[O:23][C:24]2[C:25]([F:44])=[CH:26][CH:27]=[CH:28][C:29]=2[C:30]2[CH:43]=[C:34]3[CH:33]=[CH:32][CH:31]=2)[CH2:15][CH2:14]1)[C:7]([O:9][CH3:10])=[O:8])([CH3:4])([CH3:3])[CH3:2].C(O[C@@H](C1C(C)=CC2=NC3=CN2C=1N1CCC(C)(OCCCC[C@H](C)OC2C=C(F)C=CC=2C2C=C3C=CC=2)CC1)C(OC)=O)(C)(C)C. No catalyst specified. The product is [C:1]([O:5][C@@H:6]([C:11]1[C:40]([CH3:41])=[CH:39][C:38]2=[N:42][C:35]3=[CH:36][N:37]2[C:12]=1[N:13]1[CH2:47][CH2:46][C:16]([CH3:48])([O:17][CH2:18][CH2:19][CH2:20][CH2:21][C@H:22]([CH3:45])[O:23][C:24]2[C:25]([F:44])=[CH:26][CH:27]=[CH:28][C:29]=2[C:30]2[CH:43]=[C:34]3[CH:33]=[CH:32][CH:31]=2)[CH2:15][CH2:14]1)[C:7]([O:9][CH3:10])=[O:8])([CH3:4])([CH3:2])[CH3:3]. The yield is 1.00. (6) The reactants are [CH3:1][O:2][C:3]1[CH:4]=[C:5]2[C:10](=[CH:11][C:12]=1[O:13][CH3:14])[N:9]=[CH:8][CH:7]=[C:6]2[O:15][C:16]1[CH:21]=[CH:20][C:19]([NH2:22])=[CH:18][C:17]=1[F:23].[CH3:24][N:25]1[C:29]([C:30]2[CH:35]=[CH:34][N:33]=[CH:32][CH:31]=2)=[C:28]([C:36](O)=[O:37])[C:27](=[O:39])[N:26]1[C:40]1[CH:45]=[CH:44][CH:43]=[CH:42][CH:41]=1.CN(C(ON1N=NC2C=CC=NC1=2)=[N+](C)C)C.F[P-](F)(F)(F)(F)F. The catalyst is CN(C=O)C.C(Cl)Cl. The product is [CH3:1][O:2][C:3]1[CH:4]=[C:5]2[C:10](=[CH:11][C:12]=1[O:13][CH3:14])[N:9]=[CH:8][CH:7]=[C:6]2[O:15][C:16]1[CH:21]=[CH:20][C:19]([NH:22][C:36]([C:28]2[C:27](=[O:39])[N:26]([C:40]3[CH:41]=[CH:42][CH:43]=[CH:44][CH:45]=3)[N:25]([CH3:24])[C:29]=2[C:30]2[CH:35]=[CH:34][N:33]=[CH:32][CH:31]=2)=[O:37])=[CH:18][C:17]=1[F:23]. The yield is 0.220. (7) The reactants are [C:1]([O:5][C:6]([N:8]([CH3:32])[CH:9]1[CH2:14][CH2:13][CH:12]([O:15][C:16]2[C:27]3[C:26]4[C@@H:25]([CH2:28][C:29]([OH:31])=O)[CH2:24][CH2:23][C:22]=4[S:21][C:20]=3[N:19]=[CH:18][N:17]=2)[CH2:11][CH2:10]1)=[O:7])([CH3:4])([CH3:3])[CH3:2].CN(C(ON1N=NC2C=CC=NC1=2)=[N+](C)C)C.F[P-](F)(F)(F)(F)F.CCN(C(C)C)C(C)C.Cl.[NH2:67][CH2:68][C:69]([NH2:71])=[O:70]. The catalyst is CN(C=O)C.CCOC(C)=O. The product is [C:69]([CH2:68][NH:67][C:29]([CH2:28][C@H:25]1[CH2:24][CH2:23][C:22]2[S:21][C:20]3[N:19]=[CH:18][N:17]=[C:16]([O:15][CH:12]4[CH2:11][CH2:10][CH:9]([N:8]([CH3:32])[C:6](=[O:7])[O:5][C:1]([CH3:3])([CH3:4])[CH3:2])[CH2:14][CH2:13]4)[C:27]=3[C:26]1=2)=[O:31])(=[O:70])[NH2:71]. The yield is 0.920. (8) The reactants are C([O:5][C:6]([CH:8]1[CH:12]([C:13]2[CH:18]=[CH:17][CH:16]=[C:15]([Cl:19])[C:14]=2[F:20])[C:11]([C:23]2[CH:28]=[CH:27][C:26]([Cl:29])=[CH:25][C:24]=2[F:30])([C:21]#[N:22])[CH:10]([CH2:31][C:32]([CH3:35])([CH3:34])[CH3:33])[NH:9]1)=[O:7])(C)(C)C.[F:36][C:37]([F:42])([F:41])[C:38]([OH:40])=[O:39]. The catalyst is ClCCl. The product is [F:36][C:37]([F:42])([F:41])[C:38]([OH:40])=[O:39].[Cl:19][C:15]1[C:14]([F:20])=[C:13]([CH:12]2[C:11]([C:23]3[CH:28]=[CH:27][C:26]([Cl:29])=[CH:25][C:24]=3[F:30])([C:21]#[N:22])[CH:10]([CH2:31][C:32]([CH3:34])([CH3:35])[CH3:33])[NH:9][CH:8]2[C:6]([OH:7])=[O:5])[CH:18]=[CH:17][CH:16]=1. The yield is 1.00.